Task: Predict the reaction yield, written as a fraction of the theoretical maximum amount of product (1.0 means a 100% yield; for example, 0.34 means a 34% yield).. Dataset: Reaction yield outcomes from USPTO patents with 853,638 reactions (1) The reactants are [N:1]([CH2:4][CH:5]1[CH2:9][C:8]2[CH:10]=[CH:11][CH:12]=[C:13]([C:14]3[CH:19]=[CH:18][C:17]([CH3:20])=[CH:16][CH:15]=3)[C:7]=2[O:6]1)=[N+]=[N-]. The catalyst is [Pd]. The product is [CH3:20][C:17]1[CH:16]=[CH:15][C:14]([C:13]2[C:7]3[O:6][CH:5]([CH2:4][NH2:1])[CH2:9][C:8]=3[CH:10]=[CH:11][CH:12]=2)=[CH:19][CH:18]=1. The yield is 0.750. (2) The reactants are C(=O)([O-])[O-].[K+].[K+].[C:7]1(B(O)O)[CH:12]=[CH:11][CH:10]=[CH:9][CH:8]=1.[F:16][C:17]1[C:18](I)=[CH:19][C:20](=[O:36])[N:21]([CH2:23][CH2:24][C@@:25]([CH3:35])([S:31]([CH3:34])(=[O:33])=[O:32])[C:26]([O:28][CH2:29][CH3:30])=[O:27])[CH:22]=1.O. The catalyst is O1CCOCC1.[Pd]. The yield is 0.648. The product is [F:16][C:17]1[C:18]([C:7]2[CH:12]=[CH:11][CH:10]=[CH:9][CH:8]=2)=[CH:19][C:20](=[O:36])[N:21]([CH2:23][CH2:24][C@@:25]([CH3:35])([S:31]([CH3:34])(=[O:32])=[O:33])[C:26]([O:28][CH2:29][CH3:30])=[O:27])[CH:22]=1.